From a dataset of Catalyst prediction with 721,799 reactions and 888 catalyst types from USPTO. Predict which catalyst facilitates the given reaction. (1) Reactant: [F:1][C:2]1[CH:3]=[C:4]2[C:8](=[CH:9][CH:10]=1)[NH:7][CH:6]=[CH:5]2.[H-].[Na+].[CH3:13][O:14][C:15]1[CH:20]=[CH:19][C:18]([S:21](Cl)(=[O:23])=[O:22])=[CH:17][C:16]=1[N:25]1[CH2:30][CH2:29][N:28]([C:31](=[O:36])[C:32]([Cl:35])([Cl:34])[Cl:33])[CH2:27][CH2:26]1. Product: [Cl:35][C:32]([Cl:33])([Cl:34])[C:31]([N:28]1[CH2:29][CH2:30][N:25]([C:16]2[CH:17]=[C:18]([S:21]([N:7]3[C:8]4[C:4](=[CH:3][C:2]([F:1])=[CH:10][CH:9]=4)[CH:5]=[CH:6]3)(=[O:22])=[O:23])[CH:19]=[CH:20][C:15]=2[O:14][CH3:13])[CH2:26][CH2:27]1)=[O:36]. The catalyst class is: 1. (2) Reactant: [CH2:1](OC1C=C(C=CC=1C)C=O)[CH3:2].[Cl:13][C:14]1[C:21]([OH:22])=[CH:20][C:19]([OH:23])=[CH:18][C:15]=1[CH:16]=[O:17].I[CH2:25][CH3:26].C([O-])([O-])=O.[K+].[K+]. Product: [Cl:13][C:14]1[C:21]([O:22][CH2:1][CH3:2])=[CH:20][C:19]([O:23][CH2:25][CH3:26])=[CH:18][C:15]=1[CH:16]=[O:17]. The catalyst class is: 3. (3) Reactant: [CH3:1][O:2][C:3]1[CH:4]=[C:5]([CH:11]=[C:12]([N+:14]([O-])=O)[CH:13]=1)[C:6]([O:8][CH2:9][CH3:10])=[O:7].[H][H]. Product: [NH2:14][C:12]1[CH:11]=[C:5]([CH:4]=[C:3]([O:2][CH3:1])[CH:13]=1)[C:6]([O:8][CH2:9][CH3:10])=[O:7]. The catalyst class is: 78. (4) Reactant: [Cl:1][C:2]1[CH:7]=[CH:6][CH:5]=[C:4]([Cl:8])[C:3]=1Br.[C:10]([N:17]1[CH2:22][CH2:21][NH:20][CH2:19][CH2:18]1)([O:12][C:13]([CH3:16])([CH3:15])[CH3:14])=[O:11].C1C=CC(P(C2C(C3C(P(C4C=CC=CC=4)C4C=CC=CC=4)=CC=C4C=3C=CC=C4)=C3C(C=CC=C3)=CC=2)C2C=CC=CC=2)=CC=1.CC(C)([O-])C.[Na+]. Product: [C:13]([O:12][C:10]([N:17]1[CH2:22][CH2:21][N:20]([C:3]2[C:2]([Cl:1])=[CH:7][CH:6]=[CH:5][C:4]=2[Cl:8])[CH2:19][CH2:18]1)=[O:11])([CH3:16])([CH3:14])[CH3:15]. The catalyst class is: 110. (5) Reactant: [OH:1][C:2]1[CH:11]=[C:10]2[C:5]([CH2:6][CH2:7][CH:8]([C:12]([O:14][CH2:15][CH3:16])=[O:13])[O:9]2)=[CH:4][CH:3]=1.[Cl:17][C:18]1[CH:23]=[C:22]([O:24][CH2:25][C:26]([F:29])([F:28])[F:27])[CH:21]=[CH:20][C:19]=1[O:30][CH2:31][CH2:32][CH2:33]Br.C(=O)([O-])[O-].[Cs+].[Cs+]. Product: [Cl:17][C:18]1[CH:23]=[C:22]([O:24][CH2:25][C:26]([F:27])([F:29])[F:28])[CH:21]=[CH:20][C:19]=1[O:30][CH2:31][CH2:32][CH2:33][O:1][C:2]1[CH:11]=[C:10]2[C:5]([CH2:6][CH2:7][CH:8]([C:12]([O:14][CH2:15][CH3:16])=[O:13])[O:9]2)=[CH:4][CH:3]=1. The catalyst class is: 3.